The task is: Predict the reaction yield, written as a fraction of the theoretical maximum amount of product (1.0 means a 100% yield; for example, 0.34 means a 34% yield).. This data is from Reaction yield outcomes from USPTO patents with 853,638 reactions. The reactants are [CH2:1]([Mg]Br)[CH:2]=[CH2:3].[Cl:6][CH2:7][CH2:8][C:9]([C:11]1[CH:16]=[CH:15][C:14]([F:17])=[CH:13][CH:12]=1)=[O:10]. The catalyst is C1COCC1. The product is [Cl:6][CH2:7][CH2:8][C:9]([C:11]1[CH:12]=[CH:13][C:14]([F:17])=[CH:15][CH:16]=1)([OH:10])[CH2:3][CH:2]=[CH2:1]. The yield is 0.870.